From a dataset of Forward reaction prediction with 1.9M reactions from USPTO patents (1976-2016). Predict the product of the given reaction. (1) Given the reactants [C:1]1([CH:7]([C:9]2[S:13][C:12]([C:14]#[C:15][C:16]3[CH:21]=[CH:20][CH:19]=[CH:18][CH:17]=3)=[N:11][CH:10]=2)[OH:8])[CH:6]=[CH:5][CH:4]=[CH:3][CH:2]=1.[Cr](O[Cr]([O-])(=O)=O)([O-])(=O)=O.[NH+]1C=CC=CC=1.[NH+]1C=CC=CC=1, predict the reaction product. The product is: [C:1]1([C:7]([C:9]2[S:13][C:12]([C:14]#[C:15][C:16]3[CH:21]=[CH:20][CH:19]=[CH:18][CH:17]=3)=[N:11][CH:10]=2)=[O:8])[CH:2]=[CH:3][CH:4]=[CH:5][CH:6]=1. (2) Given the reactants [Cl:1][C:2]1[CH:3]=[C:4]2[C:9](=[C:10]([Cl:12])[CH:11]=1)[CH2:8][N:7]([CH:13]1[CH2:15][CH2:14]1)[CH2:6][C@H:5]2[C:16]1[CH:21]=[CH:20][CH:19]=[CH:18][C:17]=1[NH2:22].Cl[C:24]([O:26][CH2:27][CH2:28][Cl:29])=[O:25], predict the reaction product. The product is: [Cl:29][CH2:28][CH2:27][O:26][C:24](=[O:25])[NH:22][C:17]1[CH:18]=[CH:19][CH:20]=[CH:21][C:16]=1[C@H:5]1[C:4]2[C:9](=[C:10]([Cl:12])[CH:11]=[C:2]([Cl:1])[CH:3]=2)[CH2:8][N:7]([CH:13]2[CH2:15][CH2:14]2)[CH2:6]1. (3) Given the reactants C([O:8][C:9]([NH:11][C:12]12[CH2:19][C:16]([C:20]([O:22]C)=O)([CH2:17][CH2:18]1)[CH2:15][CH2:14][CH2:13]2)=O)C1C=CC=CC=1.[Li+].[BH4-].N#N.[CH2:28]1COCC1, predict the reaction product. The product is: [OH:22][CH2:20][C:16]12[CH2:19][C:12]([NH:11][C:9](=[O:8])[CH3:28])([CH2:18][CH2:17]1)[CH2:13][CH2:14][CH2:15]2. (4) Given the reactants [CH3:1][S:2]([O:5][C:6]1[CH:7]=[CH:8][C:9]2[C:10]3[N:18]([CH2:19][CH2:20][O:21][C:22]4[CH:27]=[CH:26][CH:25]=[CH:24][CH:23]=4)[C:17]([CH2:28][CH3:29])=[N:16][C:11]=3[CH:12]=[N:13][C:14]=2[CH:15]=1)(=[O:4])=[O:3].ClC1C=C(C=CC=1)C(OO)=O.[OH-].[NH4+:42].C1(C)C=CC(S(Cl)(=O)=O)=CC=1, predict the reaction product. The product is: [CH3:1][S:2]([O:5][C:6]1[CH:7]=[CH:8][C:9]2[C:10]3[N:18]([CH2:19][CH2:20][O:21][C:22]4[CH:27]=[CH:26][CH:25]=[CH:24][CH:23]=4)[C:17]([CH2:28][CH3:29])=[N:16][C:11]=3[C:12]([NH2:42])=[N:13][C:14]=2[CH:15]=1)(=[O:3])=[O:4]. (5) The product is: [C:32]([O:31][CH2:30][CH2:29][C:26]1[CH:27]=[CH:28][C:23]([NH:22][C:11](=[NH:12])[CH2:10][C:9]([C:3]2[CH:4]=[CH:5][C:6]([F:8])=[CH:7][C:2]=2[F:1])=[O:21])=[CH:24][CH:25]=1)(=[O:34])[CH3:33]. Given the reactants [F:1][C:2]1[CH:7]=[C:6]([F:8])[CH:5]=[CH:4][C:3]=1[C:9](=[O:21])[CH2:10][C:11](SC1C=CC(Cl)=CC=1)=[NH:12].[NH2:22][C:23]1[CH:28]=[CH:27][C:26]([CH2:29][CH2:30][OH:31])=[CH:25][CH:24]=1.[C:32](O)(=[O:34])[CH3:33], predict the reaction product. (6) Given the reactants O[Li].O.[C:4]([O:8][C:9]([NH:11][C:12]1([C:42]([O:44]C)=[O:43])[CH2:17][CH2:16][N:15]([C:18]([C:20]2[CH:21]=[N:22][N:23]3[CH:28]=[CH:27][C:26]([N:29]4[CH2:33][CH2:32][CH2:31][C@@H:30]4[C:34]4[CH:39]=[C:38]([F:40])[CH:37]=[CH:36][C:35]=4[F:41])=[CH:25][C:24]=23)=[O:19])[CH2:14][CH2:13]1)=[O:10])([CH3:7])([CH3:6])[CH3:5].Cl, predict the reaction product. The product is: [C:4]([O:8][C:9]([NH:11][C:12]1([C:42]([OH:44])=[O:43])[CH2:17][CH2:16][N:15]([C:18]([C:20]2[CH:21]=[N:22][N:23]3[CH:28]=[CH:27][C:26]([N:29]4[CH2:33][CH2:32][CH2:31][C@@H:30]4[C:34]4[CH:39]=[C:38]([F:40])[CH:37]=[CH:36][C:35]=4[F:41])=[CH:25][C:24]=23)=[O:19])[CH2:14][CH2:13]1)=[O:10])([CH3:7])([CH3:5])[CH3:6]. (7) Given the reactants ClC1C=C([C:9]2[N:13]3[C:14]4[N:22]=[C:21]([O:23][CH3:24])[CH:20]=[CH:19][C:15]=4[N:16]=[C:17]([CH3:18])[C:12]3=[C:11]([CH3:25])[N:10]=2)C=C(Cl)C=1.[CH3:26][C:27]1[CH:32]=[CH:31][N:30]=[CH:29][C:28]=1B(O)O.C([O-])([O-])=O.[K+].[K+], predict the reaction product. The product is: [CH3:24][O:23][C:21]1[CH:20]=[CH:19][C:15]2[N:16]=[C:17]([CH3:18])[C:12]3[N:13]([C:9]([C:28]4[CH:29]=[N:30][CH:31]=[CH:32][C:27]=4[CH3:26])=[N:10][C:11]=3[CH3:25])[C:14]=2[N:22]=1.